Dataset: Catalyst prediction with 721,799 reactions and 888 catalyst types from USPTO. Task: Predict which catalyst facilitates the given reaction. (1) Reactant: C(S(C=C)(=O)=[O:4])=C.CC1(C)CC(C)OB(/[CH:16]=[CH:17]/[C:18]2[CH:23]=[CH:22][C:21]([NH:24][S:25]([CH3:28])(=[O:27])=[O:26])=[CH:20][CH:19]=2)O1.[CH3:30][C:31]([C:33]([C@@H:35]1N[C:39]2[C:41](N=C(N)N[C:38]=2[NH:37][CH2:36]1)=O)=O)=O.[C:47]([O-:50])([O-])=O.[Na+].[Na+].C(Cl)Cl.[CH3:56][OH:57].[C:58]1([CH3:64])[CH:63]=[CH:62][CH:61]=C[CH:59]=1. Product: [CH3:56][O:57][C:63]1([C:58]2[C:59]([O:50][CH3:47])=[C:30](/[CH:16]=[CH:17]/[C:18]3[CH:19]=[CH:20][C:21]([NH:24][S:25]([CH3:28])(=[O:26])=[O:27])=[CH:22][CH:23]=3)[CH:31]=[C:33]([C:35]3[C:36](=[O:4])[NH:37][CH:38]=[CH:39][CH:41]=3)[CH:64]=2)[CH2:62][CH2:61]1. The catalyst class is: 45. (2) Reactant: [ClH:1].C(OCC)(=O)C.C(OC([N:15]1[CH2:20][CH2:19][CH:18]([CH2:21][N:22]2[CH2:27][CH2:26][N:25]([CH2:28][CH:29]3[CH2:34][CH2:33][N:32](C(OC(C)(C)C)=O)[CH2:31][CH2:30]3)[CH2:24][CH2:23]2)[CH2:17][CH2:16]1)=O)(C)(C)C. Product: [ClH:1].[ClH:1].[ClH:1].[ClH:1].[NH:32]1[CH2:33][CH2:34][CH:29]([CH2:28][N:25]2[CH2:24][CH2:23][N:22]([CH2:21][CH:18]3[CH2:17][CH2:16][NH:15][CH2:20][CH2:19]3)[CH2:27][CH2:26]2)[CH2:30][CH2:31]1. The catalyst class is: 2. (3) Reactant: [NH2:1][C:2]1[C:10]([CH3:11])=[CH:9][CH:8]=[CH:7][C:3]=1[C:4]([OH:6])=[O:5].Cl[C:13](OC(Cl)(Cl)Cl)=[O:14]. Product: [CH3:11][C:10]1[C:2]2[NH:1][C:13](=[O:14])[O:5][C:4](=[O:6])[C:3]=2[CH:7]=[CH:8][CH:9]=1. The catalyst class is: 12. (4) Reactant: OO.FC(F)(F)C(OC(=O)C(F)(F)F)=[O:6].[F:16][C:17]1[CH:18]=[C:19]([N:33]2[CH2:37][C@H:36]([CH2:38][NH:39][C:40](=[O:42])[CH3:41])[O:35][C:34]2=[O:43])[CH:20]=[CH:21][C:22]=1[N:23]1[CH2:28][CH2:27][N:26]([S:29]([CH3:32])(=[O:31])=[O:30])[CH2:25][CH2:24]1. Product: [F:16][C:17]1[CH:18]=[C:19]([N:33]2[CH2:37][C@@H:36]([CH2:38][NH+:39]([O-:6])[C:40](=[O:42])[CH3:41])[O:35][C:34]2=[O:43])[CH:20]=[CH:21][C:22]=1[N:23]1[CH2:28][CH2:27][N:26]([S:29]([CH3:32])(=[O:31])=[O:30])[CH2:25][CH2:24]1. The catalyst class is: 2. (5) Reactant: [ClH:1].[N:2]1[CH:7]=[CH:6][CH:5]=[CH:4][C:3]=1[C:8]#[C:9][CH2:10][CH2:11][N:12]1[N:16]=[C:15]2[CH:17]=[CH:18][CH:19]=[CH:20][C:14]2=[N:13]1. Product: [ClH:1].[N:2]1[CH:7]=[CH:6][CH:5]=[CH:4][C:3]=1[C:8]#[C:9][CH2:10][CH2:11][N:12]1[N:16]=[C:15]2[CH:17]=[CH:18][CH:19]=[CH:20][C:14]2=[N:13]1. The catalyst class is: 12. (6) Product: [F:13][C:14]1[CH:15]=[C:16]([CH:18]=[CH:19][CH:20]=1)[NH:17][CH2:10][CH:3]1[CH2:4][C:5]([CH3:9])([CH3:8])[CH2:6][CH2:7][C:2]1([CH3:12])[CH3:1]. Reactant: [CH3:1][C:2]1([CH3:12])[CH2:7][CH2:6][C:5]([CH3:9])([CH3:8])[CH2:4][CH:3]1[CH:10]=O.[F:13][C:14]1[CH:15]=[C:16]([CH:18]=[CH:19][CH:20]=1)[NH2:17].C(O)(=O)C.C([BH3-])#N.[Na+]. The catalyst class is: 5.